From a dataset of Catalyst prediction with 721,799 reactions and 888 catalyst types from USPTO. Predict which catalyst facilitates the given reaction. (1) The catalyst class is: 20. Reactant: C([O:3][C:4]([C:6]1[NH:7][C:8]2[C:13]([CH:14]=1)=[CH:12][CH:11]=[C:10]([O:15][CH3:16])[CH:9]=2)=[O:5])C.[OH-].[Li+].Cl. Product: [CH3:16][O:15][C:10]1[CH:9]=[C:8]2[C:13]([CH:14]=[C:6]([C:4]([OH:5])=[O:3])[NH:7]2)=[CH:12][CH:11]=1. (2) Reactant: [F:1][CH2:2][CH2:3][N:4]1[CH:9]=[C:8]([C:10]2[CH:11]=[N:12][N:13]([CH3:15])[CH:14]=2)[C:7]2[O:16][C:17]([C:25]3[CH:30]=[CH:29][C:28]([C:31]4([NH:35]C(=O)OC(C)(C)C)[CH2:34][CH2:33][CH2:32]4)=[CH:27][CH:26]=3)=[C:18]([C:19]3[CH:24]=[CH:23][CH:22]=[CH:21][CH:20]=3)[C:6]=2[C:5]1=[O:43]. Product: [NH2:35][C:31]1([C:28]2[CH:29]=[CH:30][C:25]([C:17]3[O:16][C:7]4[C:8]([C:10]5[CH:11]=[N:12][N:13]([CH3:15])[CH:14]=5)=[CH:9][N:4]([CH2:3][CH2:2][F:1])[C:5](=[O:43])[C:6]=4[C:18]=3[C:19]3[CH:20]=[CH:21][CH:22]=[CH:23][CH:24]=3)=[CH:26][CH:27]=2)[CH2:32][CH2:33][CH2:34]1. The catalyst class is: 61. (3) Product: [ClH:22].[CH:19]1([C:17]2[CH:16]=[N:15][C:13]3[CH2:14][NH:8][CH2:9][CH2:10][O:11][C:12]=3[N:18]=2)[CH2:21][CH2:20]1. The catalyst class is: 11. Reactant: C([N:8]1[CH2:14][C:13]2[N:15]=[CH:16][C:17]([CH:19]3[CH2:21][CH2:20]3)=[N:18][C:12]=2[O:11][CH2:10][CH2:9]1)C1C=CC=CC=1.[Cl:22]C(OC(Cl)C)=O.